This data is from Experimentally validated miRNA-target interactions with 360,000+ pairs, plus equal number of negative samples. The task is: Binary Classification. Given a miRNA mature sequence and a target amino acid sequence, predict their likelihood of interaction. The miRNA is hsa-miR-4784 with sequence UGAGGAGAUGCUGGGACUGA. The protein sequence of the target gene is MSYQGKKSIPHITSDRLLIKGGRIINDDQSLYADVYLEDGLIKQIGENLIVPGGVKTIEANGRMVIPGGIDVNTYLQKPSQGMTAADDFFQGTRAALVGGTTMIIDHVVPEPGSSLLTSFEKWHEAADTKSCCDYSLHVDITSWYDGVREELEVLVQDKGVNSFQVYMAYKDVYQMSDSQLYEAFTFLKGLGAVILVHAENGDLIAQEQKRILEMGITGPEGHALSRPEELEAEAVFRAITIAGRINCPVYITKVMSKSAADIIALARKKGPLVFGEPIAASLGTDGTHYWSKNWAKAAA.... Result: 1 (interaction).